This data is from Full USPTO retrosynthesis dataset with 1.9M reactions from patents (1976-2016). The task is: Predict the reactants needed to synthesize the given product. (1) Given the product [ClH:25].[NH2:1][C@H:2]([CH2:3][CH2:4][C:5]([NH:7][C@@H:8]([CH2:9][C:10]1[C:18]2[C:13](=[CH:14][CH:15]=[CH:16][CH:17]=2)[NH:12][CH:11]=1)[C:19]([O:21][CH2:19][CH2:8][CH2:9][CH2:10][CH2:18][CH3:17])=[O:20])=[O:6])[C:22]([O:24][CH2:26][CH2:27][CH2:28][CH2:29][CH2:30][CH3:31])=[O:23], predict the reactants needed to synthesize it. The reactants are: [NH2:1][C@@H:2]([C:22]([OH:24])=[O:23])[CH2:3][CH2:4][C:5]([NH:7][C@H:8]([C:19]([OH:21])=[O:20])[CH2:9][C:10]1[C:18]2[C:13](=[CH:14][CH:15]=[CH:16][CH:17]=2)[NH:12][CH:11]=1)=[O:6].[ClH:25].[CH2:26](O)[CH2:27][CH2:28][CH2:29][CH2:30][CH3:31]. (2) Given the product [NH2:24][C:18]1[CH:19]=[C:20]([F:23])[CH:21]=[CH:22][C:17]=1[O:16][C:13]([CH3:14])([CH3:15])[CH:9]([N:8]([CH2:1][C:2]1[CH:3]=[CH:4][CH:5]=[CH:6][CH:7]=1)[CH2:27][C:28]1[CH:33]=[CH:32][CH:31]=[CH:30][CH:29]=1)[C:10]([OH:12])=[O:11], predict the reactants needed to synthesize it. The reactants are: [CH2:1]([N:8]([CH2:27][C:28]1[CH:33]=[CH:32][CH:31]=[CH:30][CH:29]=1)[CH:9]([C:13]([O:16][C:17]1[CH:22]=[CH:21][C:20]([F:23])=[CH:19][C:18]=1[N+:24]([O-])=O)([CH3:15])[CH3:14])[C:10]([OH:12])=[O:11])[C:2]1[CH:7]=[CH:6][CH:5]=[CH:4][CH:3]=1. (3) Given the product [Cl:15][C:11]1[N:10]=[CH:9][C:8]([NH2:7])=[C:13]([I:14])[CH:12]=1, predict the reactants needed to synthesize it. The reactants are: C(OC(=O)[NH:7][C:8]1[CH:9]=[N:10][C:11]([Cl:15])=[CH:12][C:13]=1[I:14])(C)(C)C.Cl.O1CCOCC1.